This data is from Full USPTO retrosynthesis dataset with 1.9M reactions from patents (1976-2016). The task is: Predict the reactants needed to synthesize the given product. Given the product [CH3:1][O:2][C:3]1[C:8]([NH:9][S:10]([CH3:13])(=[O:12])=[O:11])=[CH:7][C:6]([C:14]2[CH:22]=[C:21]3[C:17]([CH:18]=[N:19][NH:20]3)=[C:16]([C:32]3[O:33][C:34]([CH2:37][N:38]4[CH2:44][CH2:43][CH2:42][O:41][CH2:40][CH2:39]4)=[N:35][N:36]=3)[CH:15]=2)=[CH:5][N:4]=1, predict the reactants needed to synthesize it. The reactants are: [CH3:1][O:2][C:3]1[C:8]([NH:9][S:10]([CH3:13])(=[O:12])=[O:11])=[CH:7][C:6]([C:14]2[CH:22]=[C:21]3[C:17]([CH:18]=[N:19][N:20]3S(C3C=CC=CC=3)(=O)=O)=[C:16]([C:32]3[O:33][C:34]([CH2:37][N:38]4[CH2:44][CH2:43][CH2:42][O:41][CH2:40][CH2:39]4)=[N:35][N:36]=3)[CH:15]=2)=[CH:5][N:4]=1.[OH-].[Na+].